Dataset: Peptide-MHC class II binding affinity with 134,281 pairs from IEDB. Task: Regression. Given a peptide amino acid sequence and an MHC pseudo amino acid sequence, predict their binding affinity value. This is MHC class II binding data. (1) The peptide sequence is GCTWMNSTGFTKVCGAPPCV. The MHC is DRB1_0401 with pseudo-sequence DRB1_0401. The binding affinity (normalized) is 0.143. (2) The MHC is DRB1_0301 with pseudo-sequence DRB1_0301. The binding affinity (normalized) is 0.293. The peptide sequence is HHLVEFEPPHAATIR. (3) The peptide sequence is TLWQRPVVTIKIGGQLREAL. The MHC is DRB1_1302 with pseudo-sequence DRB1_1302. The binding affinity (normalized) is 0.231. (4) The peptide sequence is EEIRRIWRQANNGDD. The MHC is DRB1_0101 with pseudo-sequence DRB1_0101. The binding affinity (normalized) is 0.157. (5) The peptide sequence is ALGRATVAIQYAISL. The MHC is H-2-IAd with pseudo-sequence H-2-IAd. The binding affinity (normalized) is 0.614. (6) The peptide sequence is ETAAAAAAAAAAEKS. The MHC is H-2-IAd with pseudo-sequence H-2-IAd. The binding affinity (normalized) is 0.555. (7) The peptide sequence is ATAANAAPANDKFTV. The MHC is HLA-DQA10501-DQB10301 with pseudo-sequence HLA-DQA10501-DQB10301. The binding affinity (normalized) is 0.739. (8) The peptide sequence is SKISGEWYSIFLASD. The MHC is HLA-DPA10201-DPB11401 with pseudo-sequence HLA-DPA10201-DPB11401. The binding affinity (normalized) is 0.326. (9) The peptide sequence is VCGMFTNRSGSQQW. The MHC is HLA-DPA10103-DPB10301 with pseudo-sequence HLA-DPA10103-DPB10301. The binding affinity (normalized) is 0.